This data is from Retrosynthesis with 50K atom-mapped reactions and 10 reaction types from USPTO. The task is: Predict the reactants needed to synthesize the given product. (1) Given the product N=C(N)c1ccc2[nH]c(C3([N+](=O)[O-])C=C(c4nnn[nH]4)C=C(c4ccccc4)C3O)cc2c1, predict the reactants needed to synthesize it. The reactants are: CC(=O)C1([N+](=O)[O-])C=C(c2nnn[nH]2)C=C(c2ccccc2)C1O.N=C(N)c1ccc(NN)cc1. (2) Given the product CCCCCCCCCCCCCCCCCCN1C(=O)CCC1=O, predict the reactants needed to synthesize it. The reactants are: CCCCCCCCCCCCCCCCCCBr.O=C1CCC(=O)N1. (3) Given the product Cc1cc(NC(=O)NCCN2CCC(NC(=O)OC(C)(C)C)CC2)c2ccccc2n1, predict the reactants needed to synthesize it. The reactants are: CC(C)(C)OC(=O)NC1CCNCC1.Cc1cc(NC(=O)NCCCl)c2ccccc2n1. (4) Given the product O=C(c1ccc(F)cc1)N1CC=C(c2ccc(OCCCN3CCCCC3)cc2)CC1, predict the reactants needed to synthesize it. The reactants are: C1=C(c2ccc(OCCCN3CCCCC3)cc2)CCNC1.O=C(O)c1ccc(F)cc1. (5) Given the product CCCCC1(N(C)C)CCN(CCN(C)C(=O)OC(C)(C)C)CC1, predict the reactants needed to synthesize it. The reactants are: CCCCC1(N(C)C)CCNCC1.CN(CC=O)C(=O)OC(C)(C)C. (6) Given the product O=C(O)CC1CCN(c2ncc(Br)cc2[N+](=O)[O-])CC1, predict the reactants needed to synthesize it. The reactants are: CCOC(=O)CC1CCN(c2ncc(Br)cc2[N+](=O)[O-])CC1. (7) Given the product CCC(=O)N[C@H]1CC[C@H](NC(=O)c2c(C)[nH]c3c(-c4cc(C)c(F)cc4OCC4CC4)ncnc23)CC1, predict the reactants needed to synthesize it. The reactants are: CCC(=O)Cl.Cc1cc(-c2ncnc3c(C(=O)N[C@H]4CC[C@H](N)CC4)c(C)[nH]c23)c(OCC2CC2)cc1F. (8) Given the product CCOC(=O)C#CC(O)c1ccc(OCOC)cc1[N+](=O)[O-], predict the reactants needed to synthesize it. The reactants are: C#CC(=O)OCC.COCOc1ccc(C=O)c([N+](=O)[O-])c1.